Dataset: NCI-60 drug combinations with 297,098 pairs across 59 cell lines. Task: Regression. Given two drug SMILES strings and cell line genomic features, predict the synergy score measuring deviation from expected non-interaction effect. (1) Drug 1: C1C(C(OC1N2C=C(C(=O)NC2=O)F)CO)O. Drug 2: CC1=C(C=C(C=C1)C(=O)NC2=CC(=CC(=C2)C(F)(F)F)N3C=C(N=C3)C)NC4=NC=CC(=N4)C5=CN=CC=C5. Cell line: MDA-MB-435. Synergy scores: CSS=1.83, Synergy_ZIP=0.836, Synergy_Bliss=2.80, Synergy_Loewe=2.42, Synergy_HSA=1.80. (2) Drug 1: CCC1=CC2CC(C3=C(CN(C2)C1)C4=CC=CC=C4N3)(C5=C(C=C6C(=C5)C78CCN9C7C(C=CC9)(C(C(C8N6C)(C(=O)OC)O)OC(=O)C)CC)OC)C(=O)OC.C(C(C(=O)O)O)(C(=O)O)O. Drug 2: CN1C(=O)N2C=NC(=C2N=N1)C(=O)N. Cell line: SN12C. Synergy scores: CSS=40.1, Synergy_ZIP=6.42, Synergy_Bliss=1.17, Synergy_Loewe=-55.2, Synergy_HSA=1.68. (3) Drug 1: C1C(C(OC1N2C=C(C(=O)NC2=O)F)CO)O. Drug 2: C(CN)CNCCSP(=O)(O)O. Cell line: SNB-19. Synergy scores: CSS=29.6, Synergy_ZIP=-6.08, Synergy_Bliss=-0.225, Synergy_Loewe=-81.4, Synergy_HSA=2.57. (4) Drug 1: CC1=C2C(C(=O)C3(C(CC4C(C3C(C(C2(C)C)(CC1OC(=O)C(C(C5=CC=CC=C5)NC(=O)OC(C)(C)C)O)O)OC(=O)C6=CC=CC=C6)(CO4)OC(=O)C)O)C)O. Drug 2: CN(CC1=CN=C2C(=N1)C(=NC(=N2)N)N)C3=CC=C(C=C3)C(=O)NC(CCC(=O)O)C(=O)O. Cell line: SNB-19. Synergy scores: CSS=63.5, Synergy_ZIP=4.18, Synergy_Bliss=4.45, Synergy_Loewe=3.09, Synergy_HSA=4.07. (5) Drug 1: CC1=C(C=C(C=C1)NC(=O)C2=CC=C(C=C2)CN3CCN(CC3)C)NC4=NC=CC(=N4)C5=CN=CC=C5. Drug 2: CNC(=O)C1=NC=CC(=C1)OC2=CC=C(C=C2)NC(=O)NC3=CC(=C(C=C3)Cl)C(F)(F)F. Cell line: NCI-H226. Synergy scores: CSS=-4.46, Synergy_ZIP=1.05, Synergy_Bliss=-3.91, Synergy_Loewe=-4.06, Synergy_HSA=-6.21.